This data is from NCI-60 drug combinations with 297,098 pairs across 59 cell lines. The task is: Regression. Given two drug SMILES strings and cell line genomic features, predict the synergy score measuring deviation from expected non-interaction effect. (1) Drug 1: COC1=CC(=CC(=C1O)OC)C2C3C(COC3=O)C(C4=CC5=C(C=C24)OCO5)OC6C(C(C7C(O6)COC(O7)C8=CC=CS8)O)O. Drug 2: CC1C(C(CC(O1)OC2CC(CC3=C2C(=C4C(=C3O)C(=O)C5=C(C4=O)C(=CC=C5)OC)O)(C(=O)CO)O)N)O.Cl. Cell line: SNB-19. Synergy scores: CSS=42.4, Synergy_ZIP=-13.1, Synergy_Bliss=-15.5, Synergy_Loewe=-11.6, Synergy_HSA=-10.3. (2) Drug 1: C1=NNC2=C1C(=O)NC=N2. Drug 2: C(CN)CNCCSP(=O)(O)O. Cell line: TK-10. Synergy scores: CSS=0.0400, Synergy_ZIP=0.340, Synergy_Bliss=1.69, Synergy_Loewe=-0.848, Synergy_HSA=-0.474. (3) Drug 1: C1CN1P(=S)(N2CC2)N3CC3. Drug 2: CCC1(C2=C(COC1=O)C(=O)N3CC4=CC5=C(C=CC(=C5CN(C)C)O)N=C4C3=C2)O.Cl. Cell line: MDA-MB-435. Synergy scores: CSS=11.4, Synergy_ZIP=-4.91, Synergy_Bliss=0.215, Synergy_Loewe=-7.84, Synergy_HSA=-0.412. (4) Cell line: OVCAR3. Drug 2: CC1=C(C=C(C=C1)C(=O)NC2=CC(=CC(=C2)C(F)(F)F)N3C=C(N=C3)C)NC4=NC=CC(=N4)C5=CN=CC=C5. Drug 1: CN1C2=C(C=C(C=C2)N(CCCl)CCCl)N=C1CCCC(=O)O.Cl. Synergy scores: CSS=5.41, Synergy_ZIP=2.42, Synergy_Bliss=4.49, Synergy_Loewe=2.78, Synergy_HSA=1.23. (5) Drug 1: CC1=C(C(CCC1)(C)C)C=CC(=CC=CC(=CC(=O)O)C)C. Drug 2: C1=CC=C(C=C1)NC(=O)CCCCCCC(=O)NO. Cell line: UACC62. Synergy scores: CSS=36.1, Synergy_ZIP=-1.76, Synergy_Bliss=1.35, Synergy_Loewe=-2.91, Synergy_HSA=4.07. (6) Drug 1: CC1C(C(CC(O1)OC2CC(CC3=C2C(=C4C(=C3O)C(=O)C5=C(C4=O)C(=CC=C5)OC)O)(C(=O)C)O)N)O.Cl. Drug 2: COC1=C2C(=CC3=C1OC=C3)C=CC(=O)O2. Cell line: SF-295. Synergy scores: CSS=40.1, Synergy_ZIP=9.86, Synergy_Bliss=10.3, Synergy_Loewe=-1.63, Synergy_HSA=10.8. (7) Drug 1: CN(C)C1=NC(=NC(=N1)N(C)C)N(C)C. Drug 2: CC1=C(C(=CC=C1)Cl)NC(=O)C2=CN=C(S2)NC3=CC(=NC(=N3)C)N4CCN(CC4)CCO. Cell line: CCRF-CEM. Synergy scores: CSS=-0.0305, Synergy_ZIP=2.62, Synergy_Bliss=0.423, Synergy_Loewe=-3.43, Synergy_HSA=-3.52. (8) Drug 1: C1CCN(CC1)CCOC2=CC=C(C=C2)C(=O)C3=C(SC4=C3C=CC(=C4)O)C5=CC=C(C=C5)O. Drug 2: CC1=C(C=C(C=C1)NC2=NC=CC(=N2)N(C)C3=CC4=NN(C(=C4C=C3)C)C)S(=O)(=O)N.Cl. Cell line: HCT-15. Synergy scores: CSS=4.37, Synergy_ZIP=1.23, Synergy_Bliss=4.85, Synergy_Loewe=2.19, Synergy_HSA=1.76. (9) Cell line: MOLT-4. Drug 2: CC1CCC2CC(C(=CC=CC=CC(CC(C(=O)C(C(C(=CC(C(=O)CC(OC(=O)C3CCCCN3C(=O)C(=O)C1(O2)O)C(C)CC4CCC(C(C4)OC)OCCO)C)C)O)OC)C)C)C)OC. Synergy scores: CSS=56.6, Synergy_ZIP=-5.39, Synergy_Bliss=-9.88, Synergy_Loewe=-12.2, Synergy_HSA=-10.3. Drug 1: CC(C1=C(C=CC(=C1Cl)F)Cl)OC2=C(N=CC(=C2)C3=CN(N=C3)C4CCNCC4)N. (10) Drug 1: CC1OCC2C(O1)C(C(C(O2)OC3C4COC(=O)C4C(C5=CC6=C(C=C35)OCO6)C7=CC(=C(C(=C7)OC)O)OC)O)O. Drug 2: CC1=CC=C(C=C1)C2=CC(=NN2C3=CC=C(C=C3)S(=O)(=O)N)C(F)(F)F. Cell line: SF-539. Synergy scores: CSS=13.2, Synergy_ZIP=-2.26, Synergy_Bliss=-2.30, Synergy_Loewe=-11.8, Synergy_HSA=-0.0627.